Predict the product of the given reaction. From a dataset of Forward reaction prediction with 1.9M reactions from USPTO patents (1976-2016). (1) Given the reactants [CH3:1][N:2]1[C:6]([NH:7][C:8]2[C:13]([CH2:14][OH:15])=[CH:12][N:11]=[C:10]([S:16][CH3:17])[N:9]=2)=[CH:5][C:4]([CH3:18])=[N:3]1, predict the reaction product. The product is: [CH3:1][N:2]1[C:6]([NH:7][C:8]2[C:13]([CH:14]=[O:15])=[CH:12][N:11]=[C:10]([S:16][CH3:17])[N:9]=2)=[CH:5][C:4]([CH3:18])=[N:3]1. (2) Given the reactants [CH3:1][O:2][CH2:3][CH2:4][O:5][CH2:6][C:7](=[O:14])[CH2:8][C:9]([O:11][CH2:12][CH3:13])=[O:10].S(Cl)([Cl:18])(=O)=O, predict the reaction product. The product is: [Cl:18][CH:8]([C:7](=[O:14])[CH2:6][O:5][CH2:4][CH2:3][O:2][CH3:1])[C:9]([O:11][CH2:12][CH3:13])=[O:10].